Dataset: Reaction yield outcomes from USPTO patents with 853,638 reactions. Task: Predict the reaction yield, written as a fraction of the theoretical maximum amount of product (1.0 means a 100% yield; for example, 0.34 means a 34% yield). (1) The reactants are [Cl:1][C:2]1[CH:3]=[N:4][N:5]([CH3:17])[C:6]=1[C:7]1[CH:8]=[C:9]([C:14]([OH:16])=O)[S:10][C:11]=1[CH2:12][CH3:13].C(N(CC)C(C)C)(C)C.[NH2:27][C@@H:28]([CH2:41][C:42]1[CH:47]=[CH:46][CH:45]=[CH:44][C:43]=1[C:48]([F:51])([F:50])[F:49])[CH2:29][N:30]1[C:38](=[O:39])[C:37]2[C:32](=[CH:33][CH:34]=[CH:35][CH:36]=2)[C:31]1=[O:40].F[P-](F)(F)(F)(F)F.Br[P+](N1CCCC1)(N1CCCC1)N1CCCC1. The catalyst is C(Cl)Cl. The product is [Cl:1][C:2]1[CH:3]=[N:4][N:5]([CH3:17])[C:6]=1[C:7]1[CH:8]=[C:9]([C:14]([NH:27][C@@H:28]([CH2:41][C:42]2[CH:47]=[CH:46][CH:45]=[CH:44][C:43]=2[C:48]([F:51])([F:49])[F:50])[CH2:29][N:30]2[C:38](=[O:39])[C:37]3[C:32](=[CH:33][CH:34]=[CH:35][CH:36]=3)[C:31]2=[O:40])=[O:16])[S:10][C:11]=1[CH2:12][CH3:13]. The yield is 0.710. (2) The reactants are [CH2:1]([O:3][C:4](=[O:11])[CH2:5][C:6](=[O:10])[CH:7]([F:9])[F:8])[CH3:2].C(=O)([O-])[O-].[Ca+2].[Br:17]Br. The catalyst is CO. The product is [CH2:1]([O:3][C:4](=[O:11])[CH:5]([Br:17])[C:6](=[O:10])[CH:7]([F:9])[F:8])[CH3:2]. The yield is 1.00. (3) The reactants are [OH:1][B:2]1[C:6]2[CH:7]=[C:8]([O:12][C:13]3[CH:18]=[N:17][CH:16]=[CH:15][N:14]=3)[CH:9]=[C:10]([OH:11])[C:5]=2[CH:4]([CH2:19][C:20]([O:22]CC)=[O:21])[O:3]1.[OH-].[Li+].Cl. The catalyst is CCO.O. The product is [OH:1][B:2]1[C:6]2[CH:7]=[C:8]([O:12][C:13]3[CH:18]=[N:17][CH:16]=[CH:15][N:14]=3)[CH:9]=[C:10]([OH:11])[C:5]=2[CH:4]([CH2:19][C:20]([OH:22])=[O:21])[O:3]1. The yield is 0.180. (4) The reactants are [Si:1]([O:8][CH2:9][C:10]1([CH3:38])[S:16][CH2:15][CH2:14][N:13]2[C:17]([C:20]3([C:23]4[CH:28]=[CH:27][C:26](B5OC(C)(C)C(C)(C)O5)=[CH:25][CH:24]=4)[CH2:22][CH2:21]3)=[N:18][N:19]=[C:12]2[CH2:11]1)([C:4]([CH3:7])([CH3:6])[CH3:5])([CH3:3])[CH3:2].Cl[C:40]1[N:45]=[CH:44][CH:43]=[CH:42][N:41]=1.C(=O)([O-])[O-].[K+].[K+].C(=O)([O-])O.[Na+]. The catalyst is C(COC)OC.O.C1C=CC([P]([Pd]([P](C2C=CC=CC=2)(C2C=CC=CC=2)C2C=CC=CC=2)([P](C2C=CC=CC=2)(C2C=CC=CC=2)C2C=CC=CC=2)[P](C2C=CC=CC=2)(C2C=CC=CC=2)C2C=CC=CC=2)(C2C=CC=CC=2)C2C=CC=CC=2)=CC=1. The product is [Si:1]([O:8][CH2:9][C:10]1([CH3:38])[S:16][CH2:15][CH2:14][N:13]2[C:17]([C:20]3([C:23]4[CH:28]=[CH:27][C:26]([C:40]5[N:45]=[CH:44][CH:43]=[CH:42][N:41]=5)=[CH:25][CH:24]=4)[CH2:22][CH2:21]3)=[N:18][N:19]=[C:12]2[CH2:11]1)([C:4]([CH3:7])([CH3:6])[CH3:5])([CH3:3])[CH3:2]. The yield is 0.780.